This data is from Reaction yield outcomes from USPTO patents with 853,638 reactions. The task is: Predict the reaction yield, written as a fraction of the theoretical maximum amount of product (1.0 means a 100% yield; for example, 0.34 means a 34% yield). (1) The reactants are N1C2C(=CC=C3C=2N=CC=C3)C=CC=1.C([O-])([O-])=O.[Cs+].[Cs+].I[C:22]1[CH:27]=[CH:26][C:25]([O:28][CH3:29])=[CH:24][CH:23]=1.[CH2:30]([OH:34])/[CH:31]=[CH:32]/[CH3:33]. The catalyst is [Cu]I.C1(C)C=CC=CC=1. The product is [CH2:30]([O:34][C:22]1[CH:27]=[CH:26][C:25]([O:28][CH3:29])=[CH:24][CH:23]=1)/[CH:31]=[CH:32]/[CH3:33]. The yield is 0.860. (2) The reactants are [CH3:1][O:2][C:3]([C:5]1[CH:13]=[C:12]2[C:8]([CH:9]=[CH:10][N:11]2[CH2:14][CH3:15])=[CH:7][CH:6]=1)=[O:4].O=P(Cl)(Cl)Cl.[OH-].[Na+].CN([CH:26]=[O:27])C. No catalyst specified. The product is [CH3:1][O:2][C:3]([C:5]1[CH:13]=[C:12]2[C:8]([C:9]([CH:26]=[O:27])=[CH:10][N:11]2[CH2:14][CH3:15])=[CH:7][CH:6]=1)=[O:4]. The yield is 0.960. (3) The reactants are C([O:8][C:9]1[CH:14]=[CH:13][C:12]([C:15]2[CH:23]=[C:22]3[C:18]([C:19]([C:24]4[CH:33]=[CH:32][C:31]5[C:26](=[CH:27][CH:28]=[CH:29][CH:30]=5)[CH:25]=4)=[N:20][NH:21]3)=[CH:17][CH:16]=2)=[CH:11][C:10]=1[O:34][CH3:35])C1C=CC=CC=1. The catalyst is C(OCC)(=O)C.C1C=CC=CC=1.CO.[Pd]. The product is [CH:25]1[C:26]2[C:31](=[CH:30][CH:29]=[CH:28][CH:27]=2)[CH:32]=[CH:33][C:24]=1[C:19]1[C:18]2[C:22](=[CH:23][C:15]([C:12]3[CH:13]=[CH:14][C:9]([OH:8])=[C:10]([O:34][CH3:35])[CH:11]=3)=[CH:16][CH:17]=2)[NH:21][N:20]=1. The yield is 0.400. (4) The product is [Cl:25][C:21]1[C:20]([F:26])=[C:19]([CH:24]=[CH:23][CH:22]=1)[NH:18][C:9]1[C:8]2[C:13](=[CH:14][C:15]([O:16][CH3:17])=[C:6]([OH:5])[CH:7]=2)[N:12]=[CH:11][N:10]=1. The catalyst is CO. The reactants are Cl.C([O:5][C:6]1[CH:7]=[C:8]2[C:13](=[CH:14][C:15]=1[O:16][CH3:17])[N:12]=[CH:11][N:10]=[C:9]2[NH:18][C:19]1[CH:24]=[CH:23][CH:22]=[C:21]([Cl:25])[C:20]=1[F:26])(=O)C.O.[OH-].[Na+].C(O)(=O)C. The yield is 0.980.